From a dataset of Peptide-MHC class I binding affinity with 185,985 pairs from IEDB/IMGT. Regression. Given a peptide amino acid sequence and an MHC pseudo amino acid sequence, predict their binding affinity value. This is MHC class I binding data. (1) The peptide sequence is RQFPTFFEF. The MHC is Mamu-B52 with pseudo-sequence Mamu-B52. The binding affinity (normalized) is 0.651. (2) The peptide sequence is SVMPAWQEK. The MHC is HLA-B35:01 with pseudo-sequence HLA-B35:01. The binding affinity (normalized) is 0.0847. (3) The peptide sequence is EEMPLVWDL. The MHC is HLA-B35:01 with pseudo-sequence HLA-B35:01. The binding affinity (normalized) is 0.0847. (4) The peptide sequence is MFLARAIVF. The MHC is HLA-A29:02 with pseudo-sequence HLA-A29:02. The binding affinity (normalized) is 0.164.